This data is from Orexin1 receptor HTS with 218,158 compounds and 233 confirmed actives. The task is: Binary Classification. Given a drug SMILES string, predict its activity (active/inactive) in a high-throughput screening assay against a specified biological target. The compound is s1c2c(nc1NNC(=O)c1c3c(nc(c1)c1sccc1)cccc3)c(c(cc2)C)C. The result is 0 (inactive).